From a dataset of Reaction yield outcomes from USPTO patents with 853,638 reactions. Predict the reaction yield, written as a fraction of the theoretical maximum amount of product (1.0 means a 100% yield; for example, 0.34 means a 34% yield). (1) The reactants are [CH3:1][N:2]([CH2:7][C:8]1[O:9][C:10]2[CH:17]=[CH:16][CH:15]=[CH:14][C:11]=2[C:12]=1[CH3:13])[C:3](=[O:6])[CH:4]=[CH2:5].C(N(C(C)C)CC)(C)C.Br[C:28]1[CH:29]=[N:30][C:31]2[NH:40][C:39](=[O:41])[C@H:38]3[N:34]([CH2:35][CH2:36][CH2:37]3)[CH2:33][C:32]=2[CH:42]=1.CC1C=CC=CC=1P(C1C=CC=CC=1C)C1C=CC=CC=1C. The catalyst is C(#N)CC.CN(C=O)C.CC([O-])=O.CC([O-])=O.[Pd+2]. The product is [CH3:1][N:2]([CH2:7][C:8]1[O:9][C:10]2[CH:17]=[CH:16][CH:15]=[CH:14][C:11]=2[C:12]=1[CH3:13])[C:3](=[O:6])/[CH:4]=[CH:5]/[C:28]1[CH:29]=[N:30][C:31]2[NH:40][C:39](=[O:41])[C@H:38]3[N:34]([CH2:35][CH2:36][CH2:37]3)[CH2:33][C:32]=2[CH:42]=1. The yield is 0.770. (2) The reactants are C[O:2][C:3]([C:5]1([C:8]2[CH:9]=[CH:10][C:11]3[O:15][CH2:14][C:13]([CH3:17])([CH3:16])[C:12]=3[CH:18]=2)[CH2:7][CH2:6]1)=[O:4].[Li+].[OH-].Cl. The catalyst is CO. The product is [CH3:16][C:13]1([CH3:17])[C:12]2[CH:18]=[C:8]([C:5]3([C:3]([OH:4])=[O:2])[CH2:6][CH2:7]3)[CH:9]=[CH:10][C:11]=2[O:15][CH2:14]1. The yield is 0.410. (3) The reactants are [F:1][C:2]1[CH:11]=[CH:10][C:5]([C:6](=O)[CH2:7]Br)=[CH:4][CH:3]=1.[CH2:12]([O:19][C:20]([N:22]1[CH2:27][CH2:26][CH2:25][C@H:24]([C:28](=[O:30])[NH2:29])[CH2:23]1)=[O:21])[C:13]1[CH:18]=[CH:17][CH:16]=[CH:15][CH:14]=1.C(OCC)(=O)C. The catalyst is CN1CCCC1=O. The product is [CH2:12]([O:19][C:20]([N:22]1[CH2:27][CH2:26][CH2:25][C@H:24]([C:28]2[O:30][CH:7]=[C:6]([C:5]3[CH:10]=[CH:11][C:2]([F:1])=[CH:3][CH:4]=3)[N:29]=2)[CH2:23]1)=[O:21])[C:13]1[CH:14]=[CH:15][CH:16]=[CH:17][CH:18]=1. The yield is 0.350. (4) The reactants are [CH2:1]([NH2:4])[CH2:2][CH3:3].C([O-])(=O)C.[Na+].[CH3:10][N:11]1[C:15](=[O:16])[CH:14]=[C:13](Br)[C:12]1=[O:18]. The catalyst is CO. The product is [CH3:10][N:11]1[C:15](=[O:16])[CH:14]=[C:13]([NH:4][CH2:1][CH2:2][CH3:3])[C:12]1=[O:18]. The yield is 0.310. (5) The reactants are [CH3:1][O:2][C:3]([C:5]1[CH:14]=[CH:13][C:12]2[C:11](=[O:15])[CH2:10][CH2:9][CH2:8][C:7]=2[CH:6]=1)=[O:4].[O:16]1[CH:20]=[CH:19][CH:18]=[C:17]1[CH:21]=O. No catalyst specified. The product is [O:16]1[CH:20]=[CH:19][CH:18]=[C:17]1[CH:21]=[C:10]1[CH2:9][CH2:8][C:7]2[CH:6]=[C:5]([C:3]([O:2][CH3:1])=[O:4])[CH:14]=[CH:13][C:12]=2[C:11]1=[O:15]. The yield is 0.800.